From a dataset of Full USPTO retrosynthesis dataset with 1.9M reactions from patents (1976-2016). Predict the reactants needed to synthesize the given product. (1) Given the product [NH2:34][C:2]1[N:3]=[CH:4][C:5]2[C:10]([C:11]([NH:13][CH2:14][C:15]3[C:16]([OH:23])=[N:17][C:18]([CH3:22])=[CH:19][C:20]=3[CH3:21])=[O:12])=[C:9]([CH3:24])[N:8]([C@@H:25]([C:27]3[CH:32]=[CH:31][CH:30]=[CH:29][CH:28]=3)[CH3:26])[C:6]=2[N:7]=1, predict the reactants needed to synthesize it. The reactants are: Cl[C:2]1[N:3]=[CH:4][C:5]2[C:10]([C:11]([NH:13][CH2:14][C:15]3[C:16]([OH:23])=[N:17][C:18]([CH3:22])=[CH:19][C:20]=3[CH3:21])=[O:12])=[C:9]([CH3:24])[N:8]([C@@H:25]([C:27]3[CH:32]=[CH:31][CH:30]=[CH:29][CH:28]=3)[CH3:26])[C:6]=2[N:7]=1.[OH-].[NH4+:34]. (2) Given the product [Cl:9][C:5]1[N:4]=[N:3][C:2]([NH:11][NH2:12])=[C:7]([NH2:8])[CH:6]=1, predict the reactants needed to synthesize it. The reactants are: Cl[C:2]1[N:3]=[N:4][C:5]([Cl:9])=[CH:6][C:7]=1[NH2:8].O.[NH2:11][NH2:12]. (3) The reactants are: [CH3:1][N:2]1[C:6](=[O:7])[C:5]2([C:16]3[C:11](=[CH:12][CH:13]=[CH:14][CH:15]=3)[O:10][CH:9]([C:17]3[CH:22]=[CH:21][CH:20]=[CH:19][CH:18]=3)[CH2:8]2)[N:4]=[C:3]1SC.[NH4+:25].[I-]. Given the product [NH2:25][C:3]1[N:2]([CH3:1])[C:6](=[O:7])[C:5]2([C:16]3[C:11](=[CH:12][CH:13]=[CH:14][CH:15]=3)[O:10][CH:9]([C:17]3[CH:22]=[CH:21][CH:20]=[CH:19][CH:18]=3)[CH2:8]2)[N:4]=1, predict the reactants needed to synthesize it. (4) Given the product [Cl:33][C:30]1[CH:31]=[CH:32][C:27]([CH2:26][NH:25][C:60]([C:55]2[NH:56][C:57]3[C:53]([CH:54]=2)=[CH:52][C:51]([O:50][CH2:49][CH2:48][CH2:47][S:46][CH3:45])=[CH:59][CH:58]=3)=[O:61])=[C:28]([F:44])[C:29]=1[O:34][C:35]1[CH:36]=[C:37]([C:38]#[N:39])[CH:40]=[C:41]([Cl:43])[CH:42]=1, predict the reactants needed to synthesize it. The reactants are: CN(C(ON1N=NC2C=CC=NC1=2)=[N+](C)C)C.F[P-](F)(F)(F)(F)F.[NH2:25][CH2:26][C:27]1[C:28]([F:44])=[C:29]([O:34][C:35]2[CH:36]=[C:37]([CH:40]=[C:41]([Cl:43])[CH:42]=2)[C:38]#[N:39])[C:30]([Cl:33])=[CH:31][CH:32]=1.[CH3:45][S:46][CH2:47][CH2:48][CH2:49][O:50][C:51]1[CH:52]=[C:53]2[C:57](=[CH:58][CH:59]=1)[NH:56][C:55]([C:60](O)=[O:61])=[CH:54]2.CCN(C(C)C)C(C)C. (5) Given the product [C:23]1([C:20]2[CH:21]=[C:22]3[C:17](=[C:18]([C:29]([NH2:31])=[O:30])[CH:19]=2)[NH:16][CH:15]=[C:14]3[CH:11]2[CH2:12][CH2:13][N:8]([S:5]([CH2:4][CH2:3][CH2:2][O:40][C:35]3[CH:36]=[CH:37][CH:38]=[CH:39][C:34]=3[C:33]([F:32])([F:41])[F:42])(=[O:7])=[O:6])[CH2:9][CH2:10]2)[CH:28]=[CH:27][CH:26]=[CH:25][CH:24]=1, predict the reactants needed to synthesize it. The reactants are: Cl[CH2:2][CH2:3][CH2:4][S:5]([N:8]1[CH2:13][CH2:12][CH:11]([C:14]2[C:22]3[C:17](=[C:18]([C:29]([NH2:31])=[O:30])[CH:19]=[C:20]([C:23]4[CH:28]=[CH:27][CH:26]=[CH:25][CH:24]=4)[CH:21]=3)[NH:16][CH:15]=2)[CH2:10][CH2:9]1)(=[O:7])=[O:6].[F:32][C:33]([F:42])([F:41])[C:34]1[CH:39]=[CH:38][CH:37]=[CH:36][C:35]=1[OH:40].C([O-])([O-])=O.[K+].[K+]. (6) Given the product [CH3:1][C:2]1[CH:11]=[CH:10][C:9]2[C:4](=[C:5]([CH2:12][C:13]([OH:15])=[O:14])[CH:6]=[CH:7][CH:8]=2)[N:3]=1, predict the reactants needed to synthesize it. The reactants are: [CH3:1][C:2]1[CH:11]=[CH:10][C:9]2[C:4](=[C:5]([CH:12](C(OCC)=O)[C:13]([O:15]CC)=[O:14])[CH:6]=[CH:7][CH:8]=2)[N:3]=1.Cl.C(O)(=O)C. (7) Given the product [S:7]([N:1]=[N+:2]=[N-:3])([C:6]([F:19])([F:18])[F:5])(=[O:9])=[O:8], predict the reactants needed to synthesize it. The reactants are: [N-:1]=[N+:2]=[N-:3].[Na+].[F:5][C:6]([F:19])([F:18])[S:7](O[S:7]([C:6]([F:19])([F:18])[F:5])(=[O:9])=[O:8])(=[O:9])=[O:8].